Dataset: Full USPTO retrosynthesis dataset with 1.9M reactions from patents (1976-2016). Task: Predict the reactants needed to synthesize the given product. (1) Given the product [N:11]1[CH:12]=[CH:13][CH:14]=[C:9]([O:8][C:16]2[N:17]=[CH:18][C:19]([CH:22]=[O:23])=[CH:20][CH:21]=2)[CH:10]=1, predict the reactants needed to synthesize it. The reactants are: [H-].[Na+].CN(C)C=O.[OH:8][C:9]1[CH:10]=[N:11][CH:12]=[CH:13][CH:14]=1.Cl[C:16]1[CH:21]=[CH:20][C:19]([CH:22]=[O:23])=[CH:18][N:17]=1. (2) Given the product [F:23][C:20]([F:21])([F:22])[C:16]1[N:15]=[C:14]([C:11]2([OH:24])[CH2:10][CH2:9][NH:8][CH2:13][CH2:12]2)[CH:19]=[CH:18][CH:17]=1, predict the reactants needed to synthesize it. The reactants are: C(OC([N:8]1[CH2:13][CH2:12][C:11]([OH:24])([C:14]2[CH:19]=[CH:18][CH:17]=[C:16]([C:20]([F:23])([F:22])[F:21])[N:15]=2)[CH2:10][CH2:9]1)=O)(C)(C)C.FC(F)(F)C(O)=O. (3) Given the product [C:1]1([C:7]2([CH2:13][O:14][S:22]([CH3:25])(=[O:24])=[O:23])[CH2:12][CH2:11][CH2:10][CH2:9][CH2:8]2)[CH:6]=[CH:5][CH:4]=[CH:3][CH:2]=1, predict the reactants needed to synthesize it. The reactants are: [C:1]1([C:7]2([CH2:13][OH:14])[CH2:12][CH2:11][CH2:10][CH2:9][CH2:8]2)[CH:6]=[CH:5][CH:4]=[CH:3][CH:2]=1.CCN(CC)CC.[S:22](Cl)([CH3:25])(=[O:24])=[O:23]. (4) Given the product [CH3:60][C:59]([CH3:62])([CH3:61])[CH2:58][O:57][C:55](=[O:56])[NH:3][CH:4]1[C:22](=[O:23])[N:21]2[CH:17]([CH2:18][CH:19]([O:24][C:25]3[C:34]4[C:29](=[CH:30][CH:31]=[CH:32][CH:33]=4)[CH:28]=[CH:27][N:26]=3)[CH2:20]2)[C:16](=[O:35])[NH:15][C:14]2([C:36]([NH:38][S:39]([CH:42]3[CH2:43][CH2:44]3)(=[O:40])=[O:41])=[O:37])[CH:12]([CH2:13]2)[CH:11]=[CH:10][CH2:9][CH2:8][CH2:7][CH2:6][CH2:5]1, predict the reactants needed to synthesize it. The reactants are: Cl.Cl.[NH2:3][CH:4]1[C:22](=[O:23])[N:21]2[CH:17]([CH2:18][CH:19]([O:24][C:25]3[C:34]4[C:29](=[CH:30][CH:31]=[CH:32][CH:33]=4)[CH:28]=[CH:27][N:26]=3)[CH2:20]2)[C:16](=[O:35])[NH:15][C:14]2([C:36]([NH:38][S:39]([CH:42]3[CH2:44][CH2:43]3)(=[O:41])=[O:40])=[O:37])[CH:12]([CH2:13]2)[CH:11]=[CH:10][CH2:9][CH2:8][CH2:7][CH2:6][CH2:5]1.CCN(C(C)C)C(C)C.Cl[C:55]([O:57][CH2:58][C:59]([CH3:62])([CH3:61])[CH3:60])=[O:56]. (5) Given the product [F:1][C:2]1[CH:7]=[CH:6][C:5]([C:8]2[C:9]3[CH:21]=[CH:20][C:19](=[O:22])[N:18]([C:23]4[CH:28]=[CH:27][CH:26]=[CH:25][C:24]=4[F:29])[C:10]=3[N:11]=[C:12]([NH:31][C@H:32]([CH3:35])[CH2:33][OH:34])[N:13]=2)=[C:4]([CH3:30])[CH:3]=1, predict the reactants needed to synthesize it. The reactants are: [F:1][C:2]1[CH:7]=[CH:6][C:5]([C:8]2[C:9]3[CH:21]=[CH:20][C:19](=[O:22])[N:18]([C:23]4[CH:28]=[CH:27][CH:26]=[CH:25][C:24]=4[F:29])[C:10]=3[N:11]=[C:12](S(C)(=O)=O)[N:13]=2)=[C:4]([CH3:30])[CH:3]=1.[NH2:31][C@H:32]([CH3:35])[CH2:33][OH:34]. (6) Given the product [F:31][C:25]1[C:26]([F:30])=[CH:27][C:28]([N+:41]([O-:43])=[O:42])=[CH:29][C:24]=1[C@:21]1([CH3:23])[C@H:20]2[C@:18]([CH2:32][O:33][CH3:34])([CH2:19]2)[S:17][C:16]([NH2:7])=[N:22]1, predict the reactants needed to synthesize it. The reactants are: C(OC(=O)[N:7]([C:16]1[S:17][C@:18]2([CH2:32][O:33][CH3:34])[C@H:20]([C@:21]([C:24]3[CH:29]=[CH:28][CH:27]=[C:26]([F:30])[C:25]=3[F:31])([CH3:23])[N:22]=1)[CH2:19]2)COCC[Si](C)(C)C)(C)(C)C.S(=O)(=O)(O)O.[N+:41]([O-])([O-:43])=[O:42].[Na+].[OH-].[Na+].